Dataset: Forward reaction prediction with 1.9M reactions from USPTO patents (1976-2016). Task: Predict the product of the given reaction. (1) The product is: [CH:25]1([NH:28][C:14]([C:12]2[S:13][C:9]([C:4]3[CH:5]=[CH:6][C:7](=[O:8])[N:2]([CH3:1])[N:3]=3)=[C:10]([C:19]3[CH:20]=[CH:21][CH:22]=[CH:23][CH:24]=3)[N:11]=2)=[O:15])[CH2:27][CH2:26]1. Given the reactants [CH3:1][N:2]1[C:7](=[O:8])[CH:6]=[CH:5][C:4]([C:9]2[S:13][C:12]([C:14](OCC)=[O:15])=[N:11][C:10]=2[C:19]2[CH:24]=[CH:23][CH:22]=[CH:21][CH:20]=2)=[N:3]1.[CH:25]1([NH2:28])[CH2:27][CH2:26]1, predict the reaction product. (2) Given the reactants [CH:1]1([N:4]([CH2:29][C:30]2[C:38]3[C:33](=[CH:34][CH:35]=[CH:36][CH:37]=3)[N:32]([CH2:39][CH2:40][CH2:41][O:42][CH3:43])[CH:31]=2)[C:5]([C@@H:7]2[C@:12]([C:14]3[CH:19]=[CH:18][C:17]([F:20])=[C:16]([F:21])[CH:15]=3)([OH:13])[CH2:11][CH2:10][N:9](C(OC(C)(C)C)=O)[CH2:8]2)=[O:6])[CH2:3][CH2:2]1, predict the reaction product. The product is: [CH:1]1([N:4]([CH2:29][C:30]2[C:38]3[C:33](=[CH:34][CH:35]=[CH:36][CH:37]=3)[N:32]([CH2:39][CH2:40][CH2:41][O:42][CH3:43])[CH:31]=2)[C:5]([CH:7]2[C:12]([C:14]3[CH:19]=[CH:18][C:17]([F:20])=[C:16]([F:21])[CH:15]=3)([OH:13])[CH2:11][CH2:10][NH:9][CH2:8]2)=[O:6])[CH2:3][CH2:2]1. (3) Given the reactants [CH3:1][CH:2]1[CH2:7][CH2:6][CH2:5][N:4]([CH2:8][C:9]2[N:14]=[C:13]([NH:15][C:16]([NH:18][C:19]3[N:20]=[C:21]([C:24]4[CH:29]=[CH:28][N:27]=[CH:26][CH:25]=4)[S:22][CH:23]=3)=[O:17])[CH:12]=[CH:11][CH:10]=2)[CH2:3]1, predict the reaction product. The product is: [CH3:1][C@@H:2]1[CH2:7][CH2:6][CH2:5][N:4]([CH2:8][C:9]2[N:14]=[C:13]([NH:15][C:16]([NH:18][C:19]3[N:20]=[C:21]([C:24]4[CH:25]=[CH:26][N:27]=[CH:28][CH:29]=4)[S:22][CH:23]=3)=[O:17])[CH:12]=[CH:11][CH:10]=2)[CH2:3]1. (4) Given the reactants [CH3:1][O:2][C:3](=[O:15])[CH2:4][O:5][C:6]1[CH:11]=[CH:10][C:9]([N+:12]([O-])=O)=[CH:8][CH:7]=1, predict the reaction product. The product is: [CH3:1][O:2][C:3](=[O:15])[CH2:4][O:5][C:6]1[CH:11]=[CH:10][C:9]([NH2:12])=[CH:8][CH:7]=1. (5) Given the reactants [CH3:1][C:2]1([CH3:32])[CH2:7][CH2:6][CH:5]([N:8]([CH2:16][C:17]2[CH:22]=[CH:21][C:20]([C:23]3[CH:28]=[CH:27][CH:26]=[C:25]([C:29]([OH:31])=O)[CH:24]=3)=[CH:19][CH:18]=2)[C:9]([O:11][C:12]([CH3:15])([CH3:14])[CH3:13])=[O:10])[CH2:4][CH2:3]1.CCN(C(C)C)C(C)C.CN(C(ON1N=NC2C=CC=NC1=2)=[N+](C)C)C.F[P-](F)(F)(F)(F)F.[CH2:66]([NH2:74])[CH2:67][C:68]1[CH:73]=[CH:72][CH:71]=[CH:70][CH:69]=1, predict the reaction product. The product is: [CH3:32][C:2]1([CH3:1])[CH2:3][CH2:4][CH:5]([N:8]([CH2:16][C:17]2[CH:18]=[CH:19][C:20]([C:23]3[CH:28]=[CH:27][CH:26]=[C:25]([C:29]([NH:74][CH2:66][CH2:67][C:68]4[CH:73]=[CH:72][CH:71]=[CH:70][CH:69]=4)=[O:31])[CH:24]=3)=[CH:21][CH:22]=2)[C:9](=[O:10])[O:11][C:12]([CH3:13])([CH3:15])[CH3:14])[CH2:6][CH2:7]1. (6) Given the reactants CO[C:3]([C:5]1[C:6](=[O:16])[S:7][C:8]2[C:13]([C:14]=1[OH:15])=[CH:12][CH:11]=[CH:10][CH:9]=2)=[O:4].[NH2:17][C@H:18]([C:20]([OH:22])=[O:21])[CH3:19].C[O-].[Na+], predict the reaction product. The product is: [OH:15][C:14]1[C:13]2[C:8](=[CH:9][CH:10]=[CH:11][CH:12]=2)[S:7][C:6](=[O:16])[C:5]=1[C:3]([NH:17][C@@H:18]([CH3:19])[C:20]([OH:22])=[O:21])=[O:4]. (7) Given the reactants [CH2:1]([NH:3][C:4]1[CH:9]=[C:8]([O:10][CH3:11])[CH:7]=[CH:6][C:5]=1[CH:12]1[CH2:21][CH2:20][C:19]2[C:14](=[CH:15][CH:16]=[C:17]([O:22][CH3:23])[CH:18]=2)[CH2:13]1)[CH3:2].[OH-].[Na+].[C:26]1([CH2:32][C:33](Cl)=[O:34])[CH:31]=[CH:30][CH:29]=[CH:28][CH:27]=1.O, predict the reaction product. The product is: [CH2:1]([N:3]([C:4]1[CH:9]=[C:8]([O:10][CH3:11])[CH:7]=[CH:6][C:5]=1[CH:12]1[CH2:21][CH2:20][C:19]2[C:14](=[CH:15][CH:16]=[C:17]([O:22][CH3:23])[CH:18]=2)[CH2:13]1)[C:33](=[O:34])[CH2:32][C:26]1[CH:31]=[CH:30][CH:29]=[CH:28][CH:27]=1)[CH3:2].